Dataset: Reaction yield outcomes from USPTO patents with 853,638 reactions. Task: Predict the reaction yield, written as a fraction of the theoretical maximum amount of product (1.0 means a 100% yield; for example, 0.34 means a 34% yield). (1) The reactants are C([N:3](CC)CC)C.P(N=[N+]=[N-])(OC1C=CC=CC=1)(OC1C=CC=CC=1)=O.[CH3:27][O:28][C:29]1[C:30]([N+:38]([O-:40])=[O:39])=[C:31]([CH:35]=[CH:36][CH:37]=1)C(O)=O.O. The catalyst is C1(C)C=CC=CC=1. The product is [CH3:27][O:28][C:29]1[C:30]([N+:38]([O-:40])=[O:39])=[C:31]([NH2:3])[CH:35]=[CH:36][CH:37]=1. The yield is 0.350. (2) The reactants are [Li+].CC([N-]C(C)C)C.[Cl:9][C:10]1[CH:15]=[C:14]([CH3:16])[CH:13]=[CH:12][N:11]=1.[C:17](=O)([O:20]C)[O:18][CH3:19]. The catalyst is C1COCC1. The product is [CH3:19][O:18][C:17](=[O:20])[CH2:16][C:14]1[CH:13]=[CH:12][N:11]=[C:10]([Cl:9])[CH:15]=1. The yield is 0.750. (3) The reactants are [CH3:1][C:2]1[NH:3][C:4]([NH2:7])=[N:5][N:6]=1.[CH3:8][O:9][CH:10]1[CH2:15][CH2:14][CH2:13][CH2:12][C:11]1=O.C([BH3-])#N.[Na+].O. The catalyst is C(O)(=O)C. The product is [CH3:8][O:9][CH:10]1[CH2:15][CH2:14][CH2:13][CH2:12][CH:11]1[NH:7][C:4]1[NH:3][C:2]([CH3:1])=[N:6][N:5]=1. The yield is 0.510.